This data is from Catalyst prediction with 721,799 reactions and 888 catalyst types from USPTO. The task is: Predict which catalyst facilitates the given reaction. (1) The catalyst class is: 5. Product: [N:25]1([C:22]2[CH:23]=[CH:24][C:19]([CH2:18][N:13]3[CH:14]=[C:15]4[C:16](=[O:17])[N:8]([C:7]5[CH:6]=[CH:5][N:4]=[CH:3][CH:2]=5)[N:9]=[C:10]4[C:11]4[S:32][CH:31]=[CH:30][C:12]3=4)=[CH:20][CH:21]=2)[CH:29]=[CH:28][CH:27]=[N:26]1. Reactant: Cl[C:2]1[CH:3]=[N:4][CH:5]=[C:6](Cl)[C:7]=1[N:8]1[C:16](=[O:17])[C:15]2[C:10]([C:11]3[S:32][CH:31]=[CH:30][C:12]=3[N:13]([CH2:18][C:19]3[CH:24]=[CH:23][C:22]([N:25]4[CH:29]=[CH:28][CH:27]=[N:26]4)=[CH:21][CH:20]=3)[CH:14]=2)=[N:9]1.C([O-])=O.[NH4+]. (2) Reactant: [I:1][C:2]1[C:7]2[N:8]=[C:9]([NH:11][CH:12]3[CH2:17][CH2:16][NH:15][CH2:14][CH2:13]3)[O:10][C:6]=2[CH:5]=[CH:4][CH:3]=1.[CH2:18]([O:20][C:21]1[CH:22]=[C:23]([CH:26]=[C:27]([O:34][CH2:35][CH3:36])[C:28]=1[N:29]1[CH:33]=[CH:32][CH:31]=[CH:30]1)[CH:24]=O)[CH3:19].C([BH3-])#N.[Na+].C(N(C(C)C)C(C)C)C. Product: [CH2:18]([O:20][C:21]1[CH:22]=[C:23]([CH:26]=[C:27]([O:34][CH2:35][CH3:36])[C:28]=1[N:29]1[CH:33]=[CH:32][CH:31]=[CH:30]1)[CH2:24][N:15]1[CH2:16][CH2:17][CH:12]([NH:11][C:9]2[O:10][C:6]3[CH:5]=[CH:4][CH:3]=[C:2]([I:1])[C:7]=3[N:8]=2)[CH2:13][CH2:14]1)[CH3:19]. The catalyst class is: 212. (3) Reactant: [OH:1][CH2:2][C:3]1[CH:8]=[CH:7][C:6]([C:9]2[N:13]([C:14]3[CH:19]=[CH:18][C:17]([S:20]([NH2:23])(=[O:22])=[O:21])=[CH:16][CH:15]=3)[N:12]=[C:11]([C:24]([F:27])([F:26])[F:25])[CH:10]=2)=[CH:5][CH:4]=1.CC(C)=[O:30].OS(O)(=O)=O.O=[Cr](=O)=O.C(OCC)(=O)C.O. Product: [NH2:23][S:20]([C:17]1[CH:16]=[CH:15][C:14]([N:13]2[C:9]([C:6]3[CH:5]=[CH:4][C:3]([C:2]([OH:30])=[O:1])=[CH:8][CH:7]=3)=[CH:10][C:11]([C:24]([F:25])([F:26])[F:27])=[N:12]2)=[CH:19][CH:18]=1)(=[O:22])=[O:21]. The catalyst class is: 21.